From a dataset of Catalyst prediction with 721,799 reactions and 888 catalyst types from USPTO. Predict which catalyst facilitates the given reaction. Reactant: [CH2:1]([C@@H:4]1[C:9](=[O:10])[NH:8][C:7]2[N:11]=[CH:12][CH:13]=[CH:14][C:6]=2[NH:5]1)[C:2]#[CH:3].[CH3:15][C:16]1[CH:21]=[CH:20][C:19]([S:22](Cl)(=[O:24])=[O:23])=[CH:18][CH:17]=1.Cl. Product: [CH2:1]([C@@H:4]1[C:9](=[O:10])[NH:8][C:7]2[N:11]=[CH:12][CH:13]=[CH:14][C:6]=2[N:5]1[S:22]([C:19]1[CH:20]=[CH:21][C:16]([CH3:15])=[CH:17][CH:18]=1)(=[O:24])=[O:23])[C:2]#[CH:3]. The catalyst class is: 17.